From a dataset of Full USPTO retrosynthesis dataset with 1.9M reactions from patents (1976-2016). Predict the reactants needed to synthesize the given product. (1) Given the product [Cl:1][C:2]1[CH:7]=[CH:6][C:5]([C:8]2[C:13]([C:14]([OH:16])=[O:15])=[C:12]([CH3:18])[N:11]=[CH:10][CH:9]=2)=[C:4]([F:19])[CH:3]=1, predict the reactants needed to synthesize it. The reactants are: [Cl:1][C:2]1[CH:7]=[CH:6][C:5]([C:8]2[C:13]([C:14]([O:16]C)=[O:15])=[C:12]([CH3:18])[N:11]=[CH:10][CH:9]=2)=[C:4]([F:19])[CH:3]=1.[OH-].[Na+]. (2) Given the product [S:33]1[C:29]([NH:28][S:25]([N:19]2[CH2:18][CH2:17][C:16]3[C:21](=[CH:22][CH:23]=[CH:24][C:15]=3[C:6]3[CH:7]=[CH:8][C:3]([C:2]([F:13])([F:12])[F:1])=[CH:4][CH:5]=3)[CH2:20]2)(=[O:26])=[O:27])=[N:30][CH:31]=[N:32]1, predict the reactants needed to synthesize it. The reactants are: [F:1][C:2]([F:13])([F:12])[C:3]1[CH:8]=[CH:7][C:6](B(O)O)=[CH:5][CH:4]=1.Br[C:15]1[CH:24]=[CH:23][CH:22]=[C:21]2[C:16]=1[CH2:17][CH2:18][N:19]([S:25]([NH:28][C:29]1[S:33][N:32]=[CH:31][N:30]=1)(=[O:27])=[O:26])[CH2:20]2.P([O-])([O-])([O-])=O.[K+].[K+].[K+].O1CCOCC1. (3) Given the product [CH3:15][C:16]([CH3:50])([CH3:49])[C:17]([O:19][CH2:20][C@@H:21]1[C@@H:26]([O:27][C:28](=[O:33])[C:29]([CH3:32])([CH3:31])[CH3:30])[C@H:25]([O:34][C:35](=[O:40])[C:36]([CH3:39])([CH3:38])[CH3:37])[C@H:24]([O:41][C:42](=[O:47])[C:43]([CH3:46])([CH3:45])[CH3:44])[C@@H:23]([C:2]2[CH:7]=[CH:6][C:5]([C:8]3[CH:13]=[CH:12][C:11]([C@@H:23]4[C@@H:24]([O:41][C:42](=[O:47])[C:43]([CH3:46])([CH3:45])[CH3:44])[C@@H:25]([O:34][C:35](=[O:40])[C:36]([CH3:37])([CH3:38])[CH3:39])[C@H:26]([O:27][C:28](=[O:33])[C:29]([CH3:32])([CH3:31])[CH3:30])[C@@H:21]([CH2:20][O:19][C:17](=[O:18])[C:16]([CH3:50])([CH3:49])[CH3:15])[O:22]4)=[CH:10][CH:9]=3)=[CH:4][CH:3]=2)[O:22]1)=[O:18], predict the reactants needed to synthesize it. The reactants are: I[C:2]1[CH:7]=[CH:6][C:5]([C:8]2[CH:13]=[CH:12][C:11](I)=[CH:10][CH:9]=2)=[CH:4][CH:3]=1.[CH3:15][C:16]([CH3:50])([CH3:49])[C:17]([O:19][CH2:20][C@@H:21]1[C@@H:26]([O:27][C:28](=[O:33])[C:29]([CH3:32])([CH3:31])[CH3:30])[C@H:25]([O:34][C:35](=[O:40])[C:36]([CH3:39])([CH3:38])[CH3:37])[C@H:24]([O:41][C:42](=[O:47])[C:43]([CH3:46])([CH3:45])[CH3:44])[C@@H:23](Br)[O:22]1)=[O:18].Cl. (4) Given the product [Br:7][C:8]1[CH:13]=[CH:12][C:11]([S:14][CH:5]2[CH2:2][CH2:1]2)=[CH:10][CH:9]=1, predict the reactants needed to synthesize it. The reactants are: [CH3:1][C:2]([CH3:5])([O-])C.[K+].[Br:7][C:8]1[CH:13]=[CH:12][C:11]([SH:14])=[CH:10][CH:9]=1.BrC1CC1.